This data is from Reaction yield outcomes from USPTO patents with 853,638 reactions. The task is: Predict the reaction yield, written as a fraction of the theoretical maximum amount of product (1.0 means a 100% yield; for example, 0.34 means a 34% yield). The reactants are [Cl:1][C:2]1[C:10]([N+:11]([O-:13])=[O:12])=[CH:9][CH:8]=[CH:7][C:3]=1[C:4]([OH:6])=[O:5].[CH3:14]C1C=CC(S(O)(=O)=O)=CC=1. The catalyst is CO. The product is [Cl:1][C:2]1[C:10]([N+:11]([O-:13])=[O:12])=[CH:9][CH:8]=[CH:7][C:3]=1[C:4]([O:6][CH3:14])=[O:5]. The yield is 0.906.